From a dataset of Forward reaction prediction with 1.9M reactions from USPTO patents (1976-2016). Predict the product of the given reaction. (1) Given the reactants [Cl:1][C:2]1[CH:3]=[C:4]([C:9]2([C:25]([F:28])([F:27])[F:26])[CH2:13][C:12]3[CH:14]=[C:15]([C:18]4[CH:19]=[C:20]([CH:22]=[CH:23][CH:24]=4)[NH2:21])[CH:16]=[CH:17][C:11]=3[O:10]2)[CH:5]=[C:6]([Cl:8])[CH:7]=1.CCN(CC)CC.[CH:36]1([C:39](Cl)=[O:40])[CH2:38][CH2:37]1.O, predict the reaction product. The product is: [Cl:1][C:2]1[CH:3]=[C:4]([C:9]2([C:25]([F:27])([F:28])[F:26])[CH2:13][C:12]3[CH:14]=[C:15]([C:18]4[CH:19]=[C:20]([NH:21][C:39]([CH:36]5[CH2:38][CH2:37]5)=[O:40])[CH:22]=[CH:23][CH:24]=4)[CH:16]=[CH:17][C:11]=3[O:10]2)[CH:5]=[C:6]([Cl:8])[CH:7]=1. (2) Given the reactants Cl.[F:2][C:3]1[CH:4]=[C:5]([N:10]2[C:14]([CH2:15][NH2:16])=[CH:13][C:12]([C:17]([F:20])([F:19])[F:18])=[N:11]2)[CH:6]=[CH:7][C:8]=1[F:9].C(N(CC)CC)C.[OH:28][CH2:29][CH2:30][NH:31][C:32]1[N:37]=[CH:36][C:35]([NH:38][C:39](=O)[O:40]C2C=CC=CC=2)=[CH:34][CH:33]=1, predict the reaction product. The product is: [F:2][C:3]1[CH:4]=[C:5]([N:10]2[C:14]([CH2:15][NH:16][C:39]([NH:38][C:35]3[CH:36]=[N:37][C:32]([NH:31][CH2:30][CH2:29][OH:28])=[CH:33][CH:34]=3)=[O:40])=[CH:13][C:12]([C:17]([F:20])([F:18])[F:19])=[N:11]2)[CH:6]=[CH:7][C:8]=1[F:9]. (3) Given the reactants [CH2:1]1[CH2:5]O[CH2:3][CH2:2]1.[F:6][C:7]1[CH:8]=[CH:9][C:10](I)=[C:11]([CH:13]=1)[NH2:12].C(N(CC)CC)C.C#CCC, predict the reaction product. The product is: [C:5]([C:10]1[CH:9]=[CH:8][C:7]([F:6])=[CH:13][C:11]=1[NH2:12])#[C:1][CH2:2][CH3:3]. (4) Given the reactants [Cl:1][C:2]1[CH:3]=[C:4]([C:8]2[C:13]([O:14][CH3:15])=[CH:12][CH:11]=[C:10]([CH2:16][C:17]3[CH:18]=[CH:19][C:20](F)=[N:21][CH:22]=3)[C:9]=2[F:24])[CH:5]=[CH:6][CH:7]=1.[NH:25]1[CH2:28][CH2:27][CH2:26]1.N12CCCN=C1CCCCC2.Cl, predict the reaction product. The product is: [N:25]1([C:20]2[CH:19]=[CH:18][C:17]([CH2:16][C:10]3[C:9]([F:24])=[C:8]([C:4]4[CH:5]=[CH:6][CH:7]=[C:2]([Cl:1])[CH:3]=4)[C:13]([O:14][CH3:15])=[CH:12][CH:11]=3)=[CH:22][N:21]=2)[CH2:28][CH2:27][CH2:26]1. (5) Given the reactants [C:1]([C:3]1[CH:8]=[CH:7][C:6]([CH2:9][CH:10]([NH:12][C:13](=[O:15])[CH3:14])[CH3:11])=[CH:5][CH:4]=1)#[CH:2].[CH2:16]([O:18][C:19]1[CH:24]=[C:23](I)[CH:22]=[CH:21][N:20]=1)[CH3:17], predict the reaction product. The product is: [CH2:16]([O:18][C:19]1[CH:24]=[C:23]([C:2]#[C:1][C:3]2[CH:8]=[CH:7][C:6]([CH2:9][CH:10]([NH:12][C:13](=[O:15])[CH3:14])[CH3:11])=[CH:5][CH:4]=2)[CH:22]=[CH:21][N:20]=1)[CH3:17]. (6) Given the reactants [CH3:1][S:2]([C:5]1[NH:10][C:9](=[O:11])[CH:8]=[C:7]([C@@H:12]([NH:15][C:16]([C:18]2[C:19]3[CH:26]=[N:25][N:24]([C:27]4[CH:32]=[CH:31][C:30]([F:33])=[CH:29][CH:28]=4)[C:20]=3[CH:21]=[N:22][CH:23]=2)=[O:17])[CH2:13][CH3:14])[CH:6]=1)(=[O:4])=[O:3].C1C=CC(N([S:41]([C:44]([F:47])([F:46])[F:45])(=[O:43])=[O:42])[S:41]([C:44]([F:47])([F:46])[F:45])(=[O:43])=[O:42])=CC=1.CCN(C(C)C)C(C)C, predict the reaction product. The product is: [F:33][C:30]1[CH:31]=[CH:32][C:27]([N:24]2[C:20]3[CH:21]=[N:22][CH:23]=[C:18]([C:16]([NH:15][C@H:12]([C:7]4[CH:6]=[C:5]([S:2]([CH3:1])(=[O:3])=[O:4])[N:10]=[C:9]([O:11][S:41]([C:44]([F:47])([F:46])[F:45])(=[O:43])=[O:42])[CH:8]=4)[CH2:13][CH3:14])=[O:17])[C:19]=3[CH:26]=[N:25]2)=[CH:28][CH:29]=1. (7) Given the reactants [C:1]([O:5][C:6](=[O:38])[N:7]([C@:19]([CH2:22][C:23]1[CH:28]=[CH:27][C:26]([O:29][C:30]2[C:35]([CH:36]=[O:37])=[CH:34][CH:33]=[CH:32][N:31]=2)=[CH:25][CH:24]=1)(O)[CH3:20])[CH2:8][C@H:9]([OH:18])[CH2:10][O:11][C:12]1[CH:17]=[CH:16][CH:15]=[CH:14][CH:13]=1)([CH3:4])([CH3:3])[CH3:2].[BH4-].[Na+].[OH2:41], predict the reaction product. The product is: [C:1]([O:5][C:6](=[O:38])[N:7]([C@@H:19]([CH2:22][C:23]1[CH:28]=[CH:27][C:26]([O:29][C:30]2[C:35]([CH2:36][OH:37])=[CH:34][CH:33]=[CH:32][N:31]=2)=[CH:25][CH:24]=1)[CH2:20][OH:41])[CH2:8][C@H:9]([OH:18])[CH2:10][O:11][C:12]1[CH:17]=[CH:16][CH:15]=[CH:14][CH:13]=1)([CH3:4])([CH3:3])[CH3:2]. (8) Given the reactants [Cl:1][C:2]1[CH:7]=[CH:6][N:5]=[C:4]([NH:8][C:9](=[O:14])[C:10]([CH3:13])([CH3:12])[CH3:11])[CH:3]=1.C1C(=O)N([Cl:22])C(=O)C1, predict the reaction product. The product is: [Cl:1][C:2]1[C:7]([Cl:22])=[CH:6][N:5]=[C:4]([NH:8][C:9](=[O:14])[C:10]([CH3:11])([CH3:13])[CH3:12])[CH:3]=1. (9) Given the reactants [CH2:1]([C:8]1[CH:14]=[CH:13][C:11]([NH2:12])=[CH:10][CH:9]=1)[C:2]1[CH:7]=[CH:6][CH:5]=[CH:4][CH:3]=1.[C:15]([S-:17])#[N:16].[K+].BrBr, predict the reaction product. The product is: [NH2:16][C:15]1[S:17][C:13]2[CH:14]=[C:8]([CH2:1][C:2]3[CH:3]=[CH:4][CH:5]=[CH:6][CH:7]=3)[CH:9]=[CH:10][C:11]=2[N:12]=1. (10) The product is: [CH2:16]([CH:15]([O:18][C:19](=[S:29])[NH:20][CH2:21][CH2:22][C:23]1[CH:28]=[CH:27][CH:26]=[CH:25][CH:24]=1)[CH2:14][CH2:13][C:10]1[CH:11]=[CH:12][C:7]([OH:6])=[C:8]([O:30][CH3:31])[CH:9]=1)[CH3:17]. Given the reactants C([Si](C)(C)[O:6][C:7]1[CH:12]=[CH:11][C:10]([CH2:13][CH2:14][CH:15]([O:18][C:19](=[S:29])[NH:20][CH2:21][CH2:22][C:23]2[CH:28]=[CH:27][CH:26]=[CH:25][CH:24]=2)[CH2:16][CH3:17])=[CH:9][C:8]=1[O:30][CH3:31])(C)(C)C.[F-].C([N+](CCCC)(CCCC)CCCC)CCC, predict the reaction product.